Dataset: Catalyst prediction with 721,799 reactions and 888 catalyst types from USPTO. Task: Predict which catalyst facilitates the given reaction. Reactant: [C:1]([N:5]1[C:9]([CH3:10])=[CH:8][C:7]([C:11](Cl)=[O:12])=[N:6]1)([CH3:4])([CH3:3])[CH3:2].[NH2:14][C:15]1[CH:16]=[C:17]([CH:30]=[CH:31][CH:32]=1)[C:18]([C:20]1[CH:28]=[C:27]2[C:23]([CH2:24][C:25](=[O:29])[NH:26]2)=[CH:22][CH:21]=1)=[O:19]. Product: [O:29]=[C:25]1[CH2:24][C:23]2[C:27](=[CH:28][C:20]([C:18]([C:17]3[CH:16]=[C:15]([NH:14][C:11]([C:7]4[CH:8]=[C:9]([CH3:10])[N:5]([C:1]([CH3:4])([CH3:3])[CH3:2])[N:6]=4)=[O:12])[CH:32]=[CH:31][CH:30]=3)=[O:19])=[CH:21][CH:22]=2)[NH:26]1. The catalyst class is: 1.